From a dataset of Forward reaction prediction with 1.9M reactions from USPTO patents (1976-2016). Predict the product of the given reaction. (1) Given the reactants [Cl:1][C:2]1[C:3]([CH:8]2[CH2:13][CH2:12]OCC2)=[N:4][NH:5][C:6]=1[I:7].C1(C(=O)C)CC1, predict the reaction product. The product is: [Cl:1][C:2]1[C:3]([CH:8]2[CH2:13][CH2:12]2)=[N:4][NH:5][C:6]=1[I:7]. (2) Given the reactants [O:1]1[C:5]2([CH2:10][CH2:9][CH:8]([OH:11])[CH2:7][CH2:6]2)[O:4][CH2:3][CH2:2]1.[C:12]1(O)[CH:17]=[CH:16][CH:15]=[CH:14][CH:13]=1.C1(P(C2C=CC=CC=2)C2C=CC=CC=2)C=CC=CC=1.N(C(OC(C)C)=O)=NC(OC(C)C)=O, predict the reaction product. The product is: [O:11]([CH:8]1[CH2:9][CH2:10][C:5]2([O:4][CH2:3][CH2:2][O:1]2)[CH2:6][CH2:7]1)[C:12]1[CH:17]=[CH:16][CH:15]=[CH:14][CH:13]=1. (3) Given the reactants C(OC([N:8]1[CH2:17][CH2:16][C:15]2[C:10](=[CH:11][CH:12]=[CH:13][CH:14]=2)[CH:9]1[C:18]([OH:20])=[O:19])=O)(C)(C)C.FC(F)(F)C(O)=O, predict the reaction product. The product is: [CH:9]1([C:18]([OH:20])=[O:19])[C:10]2[C:15](=[CH:14][CH:13]=[CH:12][CH:11]=2)[CH2:16][CH2:17][NH:8]1. (4) The product is: [C:10]1([N:9]=[N:8][C:3]2[CH:4]=[CH:5][CH:6]=[CH:7][C:2]=2[C:16]#[N:17])[CH:15]=[CH:14][CH:13]=[CH:12][CH:11]=1. Given the reactants I[C:2]1[CH:7]=[CH:6][CH:5]=[CH:4][C:3]=1[N:8]=[N:9][C:10]1[CH:15]=[CH:14][CH:13]=[CH:12][CH:11]=1.[C:16]([Cu])#[N:17], predict the reaction product. (5) Given the reactants [N:1]1[CH:6]=[CH:5][CH:4]=[CH:3][C:2]=1[C:7]1[C:8]([C:15]2[C:24]3[C:19](=[CH:20][C:21]([O:25][CH2:26][CH2:27][O:28]C4CCCCO4)=[CH:22][CH:23]=3)[N:18]=[CH:17][CH:16]=2)=[C:9]2[CH2:14][CH2:13][CH2:12][N:10]2[N:11]=1, predict the reaction product. The product is: [N:1]1[CH:6]=[CH:5][CH:4]=[CH:3][C:2]=1[C:7]1[C:8]([C:15]2[C:24]3[C:19](=[CH:20][C:21]([O:25][CH2:26][CH2:27][OH:28])=[CH:22][CH:23]=3)[N:18]=[CH:17][CH:16]=2)=[C:9]2[CH2:14][CH2:13][CH2:12][N:10]2[N:11]=1. (6) Given the reactants Cl[C:2]1[O:3][C:4]([CH2:14][CH2:15][C:16]([OH:18])=[O:17])=[C:5]([C:7]2[CH:12]=[CH:11][C:10]([Cl:13])=[CH:9][CH:8]=2)[N:6]=1.[CH3:19][N:20]1[CH2:25][CH2:24][NH:23][CH2:22][CH2:21]1, predict the reaction product. The product is: [Cl:13][C:10]1[CH:11]=[CH:12][C:7]([C:5]2[N:6]=[C:2]([N:23]3[CH2:24][CH2:25][N:20]([CH3:19])[CH2:21][CH2:22]3)[O:3][C:4]=2[CH2:14][CH2:15][C:16]([OH:18])=[O:17])=[CH:8][CH:9]=1. (7) Given the reactants [NH2:1][C:2]1[CH:3]=[N:4][C:5]2[C:10]([C:11]=1[OH:12])=[CH:9][CH:8]=[C:7]([CH3:13])[CH:6]=2.[C:14](O[C:14](=O)[CH2:15][CH2:16][CH3:17])(=O)[CH2:15][CH2:16][CH3:17].[OH-].[Na+], predict the reaction product. The product is: [CH3:13][C:7]1[CH:8]=[CH:9][C:10]2[C:11]3[O:12][C:14]([CH2:15][CH2:16][CH3:17])=[N:1][C:2]=3[CH:3]=[N:4][C:5]=2[CH:6]=1. (8) Given the reactants [F:1][C:2]1[CH:3]=[CH:4][C:5]([C:32]([F:35])([F:34])[F:33])=[C:6]([CH:31]=1)[C:7]([N:9]1[CH2:14][CH2:13][N:12]([C:15](=[O:30])[CH2:16][NH:17][CH2:18][C:19]2[N:20]=[N:21][N:22]([C:24]3[CH:29]=[CH:28][CH:27]=[CH:26][CH:25]=3)[CH:23]=2)[CH2:11][CH2:10]1)=[O:8].[ClH:36], predict the reaction product. The product is: [ClH:36].[F:1][C:2]1[CH:3]=[CH:4][C:5]([C:32]([F:34])([F:33])[F:35])=[C:6]([CH:31]=1)[C:7]([N:9]1[CH2:10][CH2:11][N:12]([C:15](=[O:30])[CH2:16][NH:17][CH2:18][C:19]2[N:20]=[N:21][N:22]([C:24]3[CH:29]=[CH:28][CH:27]=[CH:26][CH:25]=3)[CH:23]=2)[CH2:13][CH2:14]1)=[O:8]. (9) Given the reactants [CH3:1][C:2]1[NH:3][C:4]2[C:9]([C:10]=1[CH2:11][C:12]([OH:14])=O)=[CH:8][CH:7]=[CH:6][CH:5]=2.C(N(CC)CC)C.C1N(P(Cl)(N2C(=O)OCC2)=O)C(=O)OC1.CC(C)(C)C([O:41][C:42]1[C:47](=[O:48])[N:46]([CH3:49])[C:45]([C:50]2[S:51][CH:52]=[CH:53][C:54]=2[NH2:55])=[N:44][C:43]=1[C:56]([O:58]C)=[O:57])=O, predict the reaction product. The product is: [OH:41][C:42]1[C:47](=[O:48])[N:46]([CH3:49])[C:45]([C:50]2[S:51][CH:52]=[CH:53][C:54]=2[NH:55][C:12](=[O:14])[CH2:11][C:10]2[C:9]3[C:4](=[CH:5][CH:6]=[CH:7][CH:8]=3)[NH:3][C:2]=2[CH3:1])=[N:44][C:43]=1[C:56]([OH:58])=[O:57]. (10) Given the reactants C(N1C=CN=C1)(N1C=CN=C1)=O.[F:13][C:14]1[CH:15]=[C:16]([NH2:24])[C:17](=[CH:21][C:22]=1[F:23])[C:18]([OH:20])=O.Cl.[CH2:26]([O:29][NH2:30])[CH:27]=[CH2:28].C(N(CC)CC)C, predict the reaction product. The product is: [NH2:24][C:16]1[CH:15]=[C:14]([F:13])[C:22]([F:23])=[CH:21][C:17]=1[C:18]([NH:30][O:29][CH2:26][CH:27]=[CH2:28])=[O:20].